Dataset: Peptide-MHC class I binding affinity with 185,985 pairs from IEDB/IMGT. Task: Regression. Given a peptide amino acid sequence and an MHC pseudo amino acid sequence, predict their binding affinity value. This is MHC class I binding data. (1) The peptide sequence is WSTSFTNIF. The MHC is HLA-B15:03 with pseudo-sequence HLA-B15:03. The binding affinity (normalized) is 0.836. (2) The peptide sequence is QYVDDANLE. The MHC is HLA-A24:02 with pseudo-sequence HLA-A24:02. The binding affinity (normalized) is 0. (3) The peptide sequence is AVDLSHFLR. The MHC is HLA-B42:01 with pseudo-sequence HLA-B42:01. The binding affinity (normalized) is 0. (4) The peptide sequence is THADAHTQL. The MHC is HLA-A29:02 with pseudo-sequence HLA-A29:02. The binding affinity (normalized) is 0.0847. (5) The peptide sequence is VHLLQGGKK. The MHC is HLA-B07:02 with pseudo-sequence HLA-B07:02. The binding affinity (normalized) is 0.0847.